From a dataset of Forward reaction prediction with 1.9M reactions from USPTO patents (1976-2016). Predict the product of the given reaction. Given the reactants Cl.C(O[CH2:6][CH2:7][C@@H:8]([C:10]([OH:12])=O)[NH2:9])(=O)C.[C:13](=[O:16])([O-])O.[Na+].ClC(O[CH2:22][C:23]1[CH:28]=[CH:27][CH:26]=[CH:25][CH:24]=1)=O.C(=O)([O-])[O-].[Na+].[Na+].C(N(CC)CC)C.C(Cl)(=O)C(C)(C)C.[NH2:49][C:50]1[CH:57]=[CH:56][C:53]([C:54]#[N:55])=[CH:52][CH:51]=1.Cl.S(Cl)(C)(=O)=O.[OH-:64].[Na+], predict the reaction product. The product is: [CH2:22]([O:64][C:13]([C:8]1([NH2:9])[CH2:7][CH2:6][N:49]([C:50]2[CH:57]=[CH:56][C:53]([C:54]#[N:55])=[CH:52][CH:51]=2)[C:10]1=[O:12])=[O:16])[C:23]1[CH:28]=[CH:27][CH:26]=[CH:25][CH:24]=1.